This data is from Forward reaction prediction with 1.9M reactions from USPTO patents (1976-2016). The task is: Predict the product of the given reaction. (1) Given the reactants [CH3:1][C@@H:2]([NH2:6])[CH2:3][CH2:4][CH3:5].ClCCl.F[C:11]1[N:19]=[C:18]2[C:14]([N:15]=[CH:16][N:17]2[CH:20]2[CH2:25][CH2:24][CH2:23][CH2:22][O:21]2)=[C:13]([NH2:26])[N:12]=1, predict the reaction product. The product is: [CH3:1][C@@H:2]([NH:6][C:11]1[N:19]=[C:18]2[C:14]([N:15]=[CH:16][N:17]2[CH:20]2[CH2:25][CH2:24][CH2:23][CH2:22][O:21]2)=[C:13]([NH2:26])[N:12]=1)[CH2:3][CH2:4][CH3:5]. (2) Given the reactants [NH2:1][C:2]1[CH:9]=[C:8]([Cl:10])[CH:7]=[CH:6][C:3]=1[C:4]#[N:5].C1C(=O)N([Br:18])C(=O)C1, predict the reaction product. The product is: [NH2:1][C:2]1[CH:9]=[C:8]([Cl:10])[C:7]([Br:18])=[CH:6][C:3]=1[C:4]#[N:5].